This data is from Forward reaction prediction with 1.9M reactions from USPTO patents (1976-2016). The task is: Predict the product of the given reaction. (1) Given the reactants [Cl:1][C:2]1[CH:28]=[CH:27][C:5]([CH2:6][C:7]2[C:16]([OH:17])=[C:15]([C:18]([OH:20])=[O:19])[C:14]3[C:9](=[C:10](C4C=CC=CC=4)[CH:11]=[CH:12][CH:13]=3)[N:8]=2)=[CH:4][CH:3]=1.[F:29]C1C=CC=C2C=1NC(=O)C2=O.C(OCC(=O)CC1C=CC(Cl)=CC=1)(=O)C, predict the reaction product. The product is: [Cl:1][C:2]1[CH:28]=[CH:27][C:5]([CH2:6][C:7]2[C:16]([OH:17])=[C:15]([C:18]([OH:20])=[O:19])[C:14]3[C:9](=[C:10]([F:29])[CH:11]=[CH:12][CH:13]=3)[N:8]=2)=[CH:4][CH:3]=1. (2) The product is: [C:46]([C:48]1[CH:49]=[C:50]([O:54][C:55]2[CH:56]=[C:57]([CH2:58][NH:59][C:38](=[O:40])[C:37]3[CH:41]=[CH:42][CH:43]=[N:44][C:36]=3[NH2:35])[CH:60]=[CH:61][CH:62]=2)[CH:51]=[CH:52][CH:53]=1)#[CH:47]. Given the reactants CN([P+](ON1N=NC2C=CC=CC1=2)(N(C)C)N(C)C)C.F[P-](F)(F)(F)(F)F.C(N(CC)CC)C.[NH2:35][C:36]1[N:44]=[CH:43][CH:42]=[CH:41][C:37]=1[C:38]([OH:40])=O.Cl.[C:46]([C:48]1[CH:49]=[C:50]([O:54][C:55]2[CH:56]=[C:57]([CH:60]=[CH:61][CH:62]=2)[CH2:58][NH2:59])[CH:51]=[CH:52][CH:53]=1)#[CH:47], predict the reaction product. (3) Given the reactants [CH3:1][O:2][C:3]([C:5]1([CH2:17][CH:18]=[CH2:19])[CH2:9][CH2:8][CH2:7][N:6]1[C:10]([O:12][C:13]([CH3:16])([CH3:15])[CH3:14])=[O:11])=[O:4].B.[O:21]1CCCC1.O.ClC(Cl)(Cl)C1N2CCCC2C(=O)O1, predict the reaction product. The product is: [CH3:1][O:2][C:3]([C:5]1([CH2:17][CH2:18][CH2:19][OH:21])[CH2:9][CH2:8][CH2:7][N:6]1[C:10]([O:12][C:13]([CH3:14])([CH3:15])[CH3:16])=[O:11])=[O:4]. (4) Given the reactants [C:1]1([N:7]=[C:8]=[N:9][C:10]2[CH:15]=[CH:14][CH:13]=[CH:12][C:11]=2[CH:16]=[CH:17][C:18]([O:20][CH3:21])=[O:19])[CH:6]=[CH:5][CH:4]=[CH:3][CH:2]=1.[NH:22]1[CH2:27][CH2:26][CH2:25][CH2:24][CH2:23]1, predict the reaction product. The product is: [CH3:21][O:20][C:18]([CH2:17][CH:16]1[C:11]2[C:10](=[CH:15][CH:14]=[CH:13][CH:12]=2)[N:9]=[C:8]([N:22]2[CH2:27][CH2:26][CH2:25][CH2:24][CH2:23]2)[N:7]1[C:1]1[CH:2]=[CH:3][CH:4]=[CH:5][CH:6]=1)=[O:19]. (5) The product is: [Cl:1][C:2]1[C:3]([CH2:30][N:31]2[CH2:35][CH2:34][C@H:33]([CH2:36][NH:37][CH3:38])[CH2:32]2)=[C:4]([C:26]([F:28])([F:27])[F:29])[CH:5]=[C:6]2[C:11]=1[N:10]=[CH:9][N:8]([CH2:12][C:13]1[CH:18]=[C:17]([Cl:19])[CH:16]=[CH:15][C:14]=1[S:20]([CH2:23][CH3:24])(=[O:22])=[O:21])[C:7]2=[O:25]. Given the reactants [Cl:1][C:2]1[C:3]([CH2:30][N:31]2[CH2:35][CH2:34][C@H:33]([CH2:36][N:37](C)[C:38](=O)OC(C)(C)C)[CH2:32]2)=[C:4]([C:26]([F:29])([F:28])[F:27])[CH:5]=[C:6]2[C:11]=1[N:10]=[CH:9][N:8]([CH2:12][C:13]1[CH:18]=[C:17]([Cl:19])[CH:16]=[CH:15][C:14]=1[S:20]([CH2:23][CH3:24])(=[O:22])=[O:21])[C:7]2=[O:25].Cl.C(S(N1C=CC=C1CN)(=O)=O)C, predict the reaction product.